This data is from Forward reaction prediction with 1.9M reactions from USPTO patents (1976-2016). The task is: Predict the product of the given reaction. Given the reactants Cl.[N:2]12[CH2:9][CH2:8][CH:5]([CH2:6][CH2:7]1)[CH:4]([CH2:10][C:11]([OH:13])=O)[CH2:3]2.S(Cl)([Cl:16])=O.C(N(CC)CC)C.[N+:25]([C:28]1[CH:29]=[CH:30][CH:31]=[C:32]2[C:37]=1[CH:36]=[C:35]([NH2:38])[CH:34]=[CH:33]2)([O-:27])=[O:26].Cl, predict the reaction product. The product is: [ClH:16].[N:2]12[CH2:7][CH2:6][CH:5]([CH2:8][CH2:9]1)[CH:4]([CH2:10][C:11]([NH:38][C:35]1[CH:34]=[CH:33][C:32]3[C:37](=[C:28]([N+:25]([O-:27])=[O:26])[CH:29]=[CH:30][CH:31]=3)[CH:36]=1)=[O:13])[CH2:3]2.